From a dataset of Catalyst prediction with 721,799 reactions and 888 catalyst types from USPTO. Predict which catalyst facilitates the given reaction. (1) Reactant: [C:1]1([NH:11][C:12](=[O:23])[CH2:13][CH2:14][CH2:15][CH2:16][CH2:17]NC(=O)CS)[C:10]2[C:5](=[CH:6][CH:7]=[CH:8][CH:9]=2)[CH:4]=[CH:3][CH:2]=1.N. Product: [C:1]1([NH:11][C:12](=[O:23])[CH2:13][CH2:14][CH2:15][CH2:16][CH3:17])[C:10]2[C:5](=[CH:6][CH:7]=[CH:8][CH:9]=2)[CH:4]=[CH:3][CH:2]=1. The catalyst class is: 5. (2) Reactant: [CH3:1][C:2]1[CH:7]=[C:6]([N+:8]([O-:10])=[O:9])[CH:5]=[CH:4][C:3]=1[C:11]1[CH2:16][CH2:15][N:14](C(OC(C)(C)C)=O)[CH2:13][CH:12]=1.[ClH:24]. Product: [ClH:24].[CH3:1][C:2]1[CH:7]=[C:6]([N+:8]([O-:10])=[O:9])[CH:5]=[CH:4][C:3]=1[C:11]1[CH2:16][CH2:15][NH:14][CH2:13][CH:12]=1. The catalyst class is: 11. (3) Reactant: S(O[CH2:12][CH:13]1[CH2:18][CH2:17][N:16]([C:19]([O:21][C:22]([CH3:25])([CH3:24])[CH3:23])=[O:20])[CH2:15][CH2:14]1)(C1C=CC(C)=CC=1)(=O)=O.[NH2:26][C:27]([NH2:29])=[S:28].[I-].[K+]. Product: [C:27]([S:28][CH2:12][CH:13]1[CH2:14][CH2:15][N:16]([C:19]([O:21][C:22]([CH3:23])([CH3:24])[CH3:25])=[O:20])[CH2:17][CH2:18]1)(=[NH:26])[NH2:29]. The catalyst class is: 5. (4) Reactant: Cl[C:2]1[CH:11]=[CH:10][C:5]([C:6]([O:8]C)=[O:7])=[CH:4][C:3]=1[C:12]#[C:13][C:14]1[CH:19]=[CH:18][C:17]([F:20])=[CH:16][CH:15]=1.[F:21][C:22]1[CH:28]=[CH:27][C:25]([NH2:26])=[CH:24][CH:23]=1.CC(C1C=C(C(C)C)C(C2C=CC=CC=2P(C2CCCCC2)C2CCCCC2)=C(C(C)C)C=1)C.CC([O-])(C)C.[K+]. Product: [F:21][C:22]1[CH:28]=[CH:27][C:25]([N:26]2[C:2]3[C:3](=[CH:4][C:5]([C:6]([OH:8])=[O:7])=[CH:10][CH:11]=3)[CH:12]=[C:13]2[C:14]2[CH:19]=[CH:18][C:17]([F:20])=[CH:16][CH:15]=2)=[CH:24][CH:23]=1. The catalyst class is: 187.